From a dataset of Reaction yield outcomes from USPTO patents with 853,638 reactions. Predict the reaction yield, written as a fraction of the theoretical maximum amount of product (1.0 means a 100% yield; for example, 0.34 means a 34% yield). The reactants are [N+:1]([CH:4]1[N:8]([C:9]2[CH:14]=[CH:13][N:12]=[C:11]([CH3:15])[CH:10]=2)[CH:7]=[CH:6][NH:5]1)([O-])=O. The catalyst is CO.N.CO. The product is [NH2:1][CH:4]1[N:8]([C:9]2[CH:14]=[CH:13][N:12]=[C:11]([CH3:15])[CH:10]=2)[CH:7]=[CH:6][NH:5]1. The yield is 0.590.